From a dataset of Full USPTO retrosynthesis dataset with 1.9M reactions from patents (1976-2016). Predict the reactants needed to synthesize the given product. Given the product [N:30]1[CH:31]=[CH:32][C:27]([NH:26][C:11]([CH:8]2[CH2:7][CH2:6][CH:5]([C:1]([CH3:2])([CH3:3])[CH3:4])[CH2:10][CH2:9]2)=[O:13])=[CH:28][CH:29]=1, predict the reactants needed to synthesize it. The reactants are: [C:1]([CH:5]1[CH2:10][CH2:9][CH:8]([C:11]([OH:13])=O)[CH2:7][CH2:6]1)([CH3:4])([CH3:3])[CH3:2].C(Cl)(=O)C(Cl)=O.N1C=CC=CC=1.[NH2:26][C:27]1[CH:32]=[CH:31][N:30]=[CH:29][CH:28]=1.